Predict the reactants needed to synthesize the given product. From a dataset of Full USPTO retrosynthesis dataset with 1.9M reactions from patents (1976-2016). (1) Given the product [OH:2][C:3]1[CH:8]=[CH:7][CH:6]=[CH:5][C:4]=1[C:9]1[N:10]([CH2:25][CH2:26][C:27]2[CH:28]=[CH:29][CH:30]=[CH:31][CH:32]=2)[C:11](=[O:24])[C:12]2[CH2:18][N:17]([C:19]([O:21][CH2:22][CH3:23])=[O:20])[CH2:16][CH2:15][C:13]=2[N:14]=1, predict the reactants needed to synthesize it. The reactants are: C[O:2][C:3]1[CH:8]=[CH:7][CH:6]=[CH:5][C:4]=1[C:9]1[N:10]([CH2:25][CH2:26][C:27]2[CH:32]=[CH:31][CH:30]=[CH:29][CH:28]=2)[C:11](=[O:24])[C:12]2[CH2:18][N:17]([C:19]([O:21][CH2:22][CH3:23])=[O:20])[CH2:16][CH2:15][C:13]=2[N:14]=1.B(Br)(Br)Br. (2) Given the product [CH2:27]([O:34][C:35]1[C:36]([O:43][CH:44]([CH3:46])[CH3:45])=[CH:37][C:38]([CH2:41][N:21]2[CH2:22][CH2:23][C@@:18]3([N:14]([C:10]4[CH:11]=[CH:12][CH:13]=[C:8]([F:7])[CH:9]=4)[S:15](=[O:26])(=[O:25])[CH:16]=[CH:17]3)[CH2:19][C@@H:20]2[CH3:24])=[N:39][CH:40]=1)[C:28]1[CH:29]=[CH:30][CH:31]=[CH:32][CH:33]=1, predict the reactants needed to synthesize it. The reactants are: C(=O)([O-])[O-].[Cs+].[Cs+].[F:7][C:8]1[CH:9]=[C:10]([N:14]2[C@@:18]3([CH2:23][CH2:22][NH:21][C@@H:20]([CH3:24])[CH2:19]3)[CH:17]=[CH:16][S:15]2(=[O:26])=[O:25])[CH:11]=[CH:12][CH:13]=1.[CH2:27]([O:34][C:35]1[C:36]([O:43][CH:44]([CH3:46])[CH3:45])=[CH:37][C:38]([CH2:41]Br)=[N:39][CH:40]=1)[C:28]1[CH:33]=[CH:32][CH:31]=[CH:30][CH:29]=1. (3) Given the product [CH2:1]([O:9][C:10]1[CH:11]=[CH:15][C:16]([C:20]([O:24][C:25]2[CH:37]=[CH:36][C:35]3[C:34]4[C:29](=[CH:30][C:31]([OH:38])=[CH:32][CH:33]=4)[CH:28]([CH3:39])[C:27]=3[CH:26]=2)=[O:19])=[CH:17][CH:18]=1)[CH2:2][CH2:3][CH2:4][CH2:5][CH2:6][CH2:7][CH3:8], predict the reactants needed to synthesize it. The reactants are: [CH2:1]([O:9][C:10]1[CH:18]=[CH:17][CH:16]=[CH:15][C:11]=1C(Cl)=O)[CH2:2][CH2:3][CH2:4][CH2:5][CH2:6][CH2:7][CH3:8].[O:19]1CCC[CH2:20]1.[OH:24][C:25]1[CH:37]=[CH:36][C:35]2[C:34]3[C:29](=[CH:30][C:31]([OH:38])=[CH:32][CH:33]=3)[CH:28]([CH3:39])[C:27]=2[CH:26]=1.Cl. (4) The reactants are: [Br:1][CH2:2][CH2:3][CH2:4][CH2:5]Br.[CH3:7][C:8](=[CH:10][CH2:11][CH2:12]/[C:13](=[CH:15]/[CH2:16][OH:17])/[CH3:14])[CH3:9].C([N+](CCCC)(CCCC)CCCC)CCC. Given the product [CH2:16]([O:17][CH2:5][CH2:4][CH2:3][CH2:2][Br:1])/[CH:15]=[C:13](/[CH2:12][CH2:11][CH:10]=[C:8]([CH3:9])[CH3:7])\[CH3:14], predict the reactants needed to synthesize it. (5) Given the product [NH2:40][C:37]1[N:36]=[CH:35][C:34]([C:22]2[N:23]=[C:24]([N:28]3[CH2:33][CH2:32][O:31][CH2:30][CH2:29]3)[C:25]3[N:26]=[CH:27][C:18]([C:14]4[CH:13]=[C:12]([NH:11][S:8]([C:5]5[CH:6]=[CH:7][C:2]([F:1])=[CH:3][CH:4]=5)(=[O:9])=[O:10])[CH:17]=[CH:16][CH:15]=4)=[CH:19][C:20]=3[N:21]=2)=[CH:39][N:38]=1, predict the reactants needed to synthesize it. The reactants are: [F:1][C:2]1[CH:7]=[CH:6][C:5]([S:8]([NH:11][C:12]2[CH:13]=[C:14]([C:18]3[CH:27]=[N:26][C:25]4[C:24]([N:28]5[CH2:33][CH2:32][O:31][CH2:30][CH2:29]5)=[N:23][C:22]([C:34]5[CH:35]=[N:36][C:37]([NH:40]C(=O)OC(C)(C)C)=[N:38][CH:39]=5)=[N:21][C:20]=4[CH:19]=3)[CH:15]=[CH:16][CH:17]=2)(=[O:10])=[O:9])=[CH:4][CH:3]=1.FC(F)(F)C(O)=O.